Dataset: Catalyst prediction with 721,799 reactions and 888 catalyst types from USPTO. Task: Predict which catalyst facilitates the given reaction. (1) Reactant: [Cl:1][C:2]1[N:11]=[C:10](Cl)[C:9]2[C:4](=[CH:5][CH:6]=[CH:7][CH:8]=2)[N:3]=1.[CH3:13][Al](C)C.CCCCCC. Product: [Cl:1][C:2]1[N:11]=[C:10]([CH3:13])[C:9]2[C:4](=[CH:5][CH:6]=[CH:7][CH:8]=2)[N:3]=1. The catalyst class is: 1. (2) Reactant: [CH2:1]([N:8]1[C:16]2[C:11](=[C:12]([OH:17])[CH:13]=[CH:14][CH:15]=2)[C:10]2[CH:18]([C:23]([NH2:25])=[O:24])[CH2:19][CH2:20][CH2:21][CH2:22][C:9]1=2)[C:2]1[CH:7]=[CH:6][CH:5]=[CH:4][CH:3]=1.C([O-])([O-])=O.[Cs+].[Cs+].Br[CH2:33][C:34]([O:36][CH3:37])=[O:35].O. Product: [CH3:37][O:36][C:34](=[O:35])[CH2:33][O:17][C:12]1[CH:13]=[CH:14][CH:15]=[C:16]2[C:11]=1[C:10]1[CH:18]([C:23](=[O:24])[NH2:25])[CH2:19][CH2:20][CH2:21][CH2:22][C:9]=1[N:8]2[CH2:1][C:2]1[CH:3]=[CH:4][CH:5]=[CH:6][CH:7]=1. The catalyst class is: 31.